Predict the reactants needed to synthesize the given product. From a dataset of Retrosynthesis with 50K atom-mapped reactions and 10 reaction types from USPTO. (1) Given the product C[C@@H](CC(=O)N1C(=O)OC[C@@H]1c1ccccc1)c1ccccc1, predict the reactants needed to synthesize it. The reactants are: C[C@@H](CC(=O)O)c1ccccc1.O=C1N[C@@H](c2ccccc2)CO1. (2) Given the product c1ccc(N(c2ccc(Nc3ccc4ccccc4c3)cc2)c2ccc3ccccc3c2)cc1, predict the reactants needed to synthesize it. The reactants are: Ic1ccccc1.c1ccc2cc(Nc3ccc(Nc4ccc5ccccc5c4)cc3)ccc2c1. (3) Given the product COc1ccccc1SCCCO, predict the reactants needed to synthesize it. The reactants are: COc1ccccc1SCCCOC1CCCCO1. (4) Given the product O=C1CCc2cc(-c3ccc(C(F)(F)F)cc3)cnc2N1, predict the reactants needed to synthesize it. The reactants are: O=C1CCc2cc(Br)cnc2N1.OB(O)c1ccc(C(F)(F)F)cc1. (5) Given the product N=C(N)Nc1cccc(COc2cccc(C(CC(=O)O)NS(=O)(=O)c3ccccc3)c2)c1, predict the reactants needed to synthesize it. The reactants are: COC(=O)CC(NS(=O)(=O)c1ccccc1)c1cccc(OCc2cccc(NC(=N)N)c2)c1. (6) Given the product COCC1CN(C(=O)OC(C)(C)C)CCC1NC(=O)c1ccccc1, predict the reactants needed to synthesize it. The reactants are: COCC1CN(C(=O)OC(C)(C)C)CCC1N.O=C(Cl)c1ccccc1. (7) Given the product CCN(CCCN(CCCN(CCc1ccccn1)C(=O)OC(C)(C)C)C(=O)OC(C)(C)C)C(=O)OC(C)(C)C, predict the reactants needed to synthesize it. The reactants are: CC(C)(C)OC(=O)NCCCN(CCc1ccccn1)C(=O)OC(C)(C)C.CCN(CCCBr)C(=O)OC(C)(C)C.